From a dataset of Reaction yield outcomes from USPTO patents with 853,638 reactions. Predict the reaction yield, written as a fraction of the theoretical maximum amount of product (1.0 means a 100% yield; for example, 0.34 means a 34% yield). (1) The catalyst is CN(C)C=O.C(OCC)(=O)C. The reactants are [C:1]([C:3]1[CH:4]=[C:5]([NH:9][S:10]([C:13]2[CH:18]=[CH:17][CH:16]=[CH:15][C:14]=2[N+:19]([O-:21])=[O:20])(=[O:12])=[O:11])[CH:6]=[CH:7][CH:8]=1)#[N:2].C(=O)([O-])[O-].[Cs+].[Cs+].Br[CH2:29][C:30]([O:32][C:33]([CH3:36])([CH3:35])[CH3:34])=[O:31].Cl. The yield is 0.280. The product is [C:1]([C:3]1[CH:4]=[C:5]([N:9]([S:10]([C:13]2[CH:18]=[CH:17][CH:16]=[CH:15][C:14]=2[N+:19]([O-:21])=[O:20])(=[O:12])=[O:11])[CH2:29][C:30]([O:32][C:33]([CH3:36])([CH3:35])[CH3:34])=[O:31])[CH:6]=[CH:7][CH:8]=1)#[N:2]. (2) The reactants are [C:1]1([CH2:7][C:8]([C:22]2[CH:27]=[CH:26][CH:25]=[C:24]([O:28][C:29]([F:32])([F:31])[F:30])[CH:23]=2)([C:11]2[CH:16]=[CH:15][CH:14]=[C:13]([O:17][C:18]([F:21])([F:20])[F:19])[CH:12]=2)[CH2:9][NH2:10])[CH:6]=[CH:5][CH:4]=[CH:3][CH:2]=1.C([O-])([O-])=O.[K+].[K+].[C:39](Cl)(=[O:50])[O:40][C:41]1[CH:46]=[CH:45][C:44]([N+:47]([O-:49])=[O:48])=[CH:43][CH:42]=1. The catalyst is C(Cl)Cl. The product is [N+:47]([C:44]1[CH:43]=[CH:42][C:41]([O:40][C:39](=[O:50])[NH:10][CH2:9][C:8]([C:11]2[CH:16]=[CH:15][CH:14]=[C:13]([O:17][C:18]([F:21])([F:20])[F:19])[CH:12]=2)([C:22]2[CH:27]=[CH:26][CH:25]=[C:24]([O:28][C:29]([F:30])([F:31])[F:32])[CH:23]=2)[CH2:7][C:1]2[CH:6]=[CH:5][CH:4]=[CH:3][CH:2]=2)=[CH:46][CH:45]=1)([O-:49])=[O:48]. The yield is 0.810. (3) The reactants are O[C:2]1[CH:7]=[CH:6][C:5]([C:8]2[CH2:12][O:11][C:10](=[O:13])[C:9]=2[C:14]2[CH:19]=[CH:18][C:17]([O:20][CH3:21])=[CH:16][CH:15]=2)=[CH:4][CH:3]=1.[C:22]([O-])([O-])=O.[K+].[K+].Cl[CH2:29][C:30]1[CH:39]=[CH:38][C:37]2[C:32](=[CH:33][CH:34]=[CH:35][CH:36]=2)[N:31]=1. The catalyst is CN(C=O)C. The product is [CH3:21][O:20][C:17]1[CH:18]=[CH:19][C:14]([C:9]2[C:10](=[O:13])[O:11][CH2:12][C:8]=2[C:5]2[CH:6]=[CH:7][C:2]([CH2:22][CH2:29][C:30]3[CH:39]=[CH:38][C:37]4[C:32](=[CH:33][CH:34]=[CH:35][CH:36]=4)[N:31]=3)=[CH:3][CH:4]=2)=[CH:15][CH:16]=1. The yield is 0.120. (4) The reactants are [Cl:1][C:2]1[CH:3]=[C:4]([CH:14]=[CH:15][CH:16]=1)[CH2:5][CH:6]1[CH2:11][CH2:10][CH:9]([CH2:12][OH:13])[CH2:8][CH2:7]1.[H-].[Na+].[F:19][C:20]1[CH:27]=[CH:26][CH:25]=[C:24](F)[C:21]=1[C:22]#[N:23]. The catalyst is CN(C)C=O. The product is [Cl:1][C:2]1[CH:3]=[C:4]([CH:14]=[CH:15][CH:16]=1)[CH2:5][CH:6]1[CH2:7][CH2:8][CH:9]([CH2:12][O:13][C:24]2[CH:25]=[CH:26][CH:27]=[C:20]([F:19])[C:21]=2[C:22]#[N:23])[CH2:10][CH2:11]1. The yield is 0.770.